Dataset: NCI-60 drug combinations with 297,098 pairs across 59 cell lines. Task: Regression. Given two drug SMILES strings and cell line genomic features, predict the synergy score measuring deviation from expected non-interaction effect. Drug 2: CN1C2=C(C=C(C=C2)N(CCCl)CCCl)N=C1CCCC(=O)O.Cl. Synergy scores: CSS=7.49, Synergy_ZIP=-2.82, Synergy_Bliss=-3.19, Synergy_Loewe=-15.2, Synergy_HSA=-6.29. Drug 1: CN(C)C1=NC(=NC(=N1)N(C)C)N(C)C. Cell line: NCI-H522.